From a dataset of Full USPTO retrosynthesis dataset with 1.9M reactions from patents (1976-2016). Predict the reactants needed to synthesize the given product. (1) Given the product [Cl:1][C:2]1[CH:7]=[C:6]([F:8])[CH:5]=[CH:4][C:3]=1[CH:9]([CH:22]1[CH2:24][CH2:23]1)[C:10]1[C:18]2[C:13](=[C:14]([CH2:19][S:20]([CH3:21])=[O:44])[CH:15]=[CH:16][CH:17]=2)[NH:12][CH:11]=1, predict the reactants needed to synthesize it. The reactants are: [Cl:1][C:2]1[CH:7]=[C:6]([F:8])[CH:5]=[CH:4][C:3]=1[CH:9]([CH:22]1[CH2:24][CH2:23]1)[C:10]1[C:18]2[C:13](=[C:14]([CH2:19][S:20][CH3:21])[CH:15]=[CH:16][CH:17]=2)[NH:12][CH:11]=1.ClC1C=CC(C(C2CC2)C2C3C(=C(CS(C)=[O:44])C=CC=3)NC=2)=CC=1. (2) Given the product [NH2:4][C:3]1[CH:5]=[CH:6][C:7]([O:9][C:10]([F:13])([F:12])[F:11])=[CH:8][C:2]=1[C:15]#[N:16], predict the reactants needed to synthesize it. The reactants are: Br[C:2]1[CH:8]=[C:7]([O:9][C:10]([F:13])([F:12])[F:11])[CH:6]=[CH:5][C:3]=1[NH2:4].[Cu](C#N)[C:15]#[N:16].N.